This data is from M1 muscarinic receptor agonist screen with 61,833 compounds. The task is: Binary Classification. Given a drug SMILES string, predict its activity (active/inactive) in a high-throughput screening assay against a specified biological target. (1) The molecule is s1c(NC(=O)CSc2n(c(nn2)CNc2ccc(OC)cc2)C)c(c(c1C)C)C(OCC)=O. The result is 0 (inactive). (2) The result is 0 (inactive). The drug is Clc1c(C2=NOC(C2)C(=O)Nc2cc3OCOc3cc2)cccc1.